Regression. Given a peptide amino acid sequence and an MHC pseudo amino acid sequence, predict their binding affinity value. This is MHC class I binding data. From a dataset of Peptide-MHC class I binding affinity with 185,985 pairs from IEDB/IMGT. (1) The peptide sequence is KEIESVLST. The MHC is HLA-B44:03 with pseudo-sequence HLA-B44:03. The binding affinity (normalized) is 0.433. (2) The peptide sequence is RARRHLAAL. The MHC is HLA-C04:01 with pseudo-sequence HLA-C04:01. The binding affinity (normalized) is 0.213. (3) The MHC is Mamu-B8301 with pseudo-sequence Mamu-B8301. The peptide sequence is RLERWHSLIK. The binding affinity (normalized) is 0.611. (4) The peptide sequence is PIQKETWDTW. The MHC is HLA-B15:03 with pseudo-sequence HLA-B15:03. The binding affinity (normalized) is 0. (5) The peptide sequence is REWGWRIPF. The MHC is BoLA-D18.4 with pseudo-sequence BoLA-D18.4. The binding affinity (normalized) is 0.695. (6) The peptide sequence is FARQNNGAF. The MHC is HLA-C04:01 with pseudo-sequence HLA-C04:01. The binding affinity (normalized) is 0.213. (7) The peptide sequence is TYQLWTALV. The MHC is HLA-A23:01 with pseudo-sequence HLA-A23:01. The binding affinity (normalized) is 0.624.